Task: Predict the reaction yield, written as a fraction of the theoretical maximum amount of product (1.0 means a 100% yield; for example, 0.34 means a 34% yield).. Dataset: Reaction yield outcomes from USPTO patents with 853,638 reactions (1) The reactants are [OH:1][C:2]1[C:7](=[O:8])[NH:6][C:5]([CH2:9][C:10]2[CH:15]=[CH:14][CH:13]=[CH:12][C:11]=2[C:16]2[CH:21]=[CH:20][CH:19]=[C:18]([CH3:22])[CH:17]=2)=[N:4][C:3]=1[C:23]([O:25]C)=[O:24].O.[OH-].[Li+].C1COCC1. The catalyst is O. The product is [OH:1][C:2]1[C:7](=[O:8])[NH:6][C:5]([CH2:9][C:10]2[CH:15]=[CH:14][CH:13]=[CH:12][C:11]=2[C:16]2[CH:21]=[CH:20][CH:19]=[C:18]([CH3:22])[CH:17]=2)=[N:4][C:3]=1[C:23]([OH:25])=[O:24]. The yield is 0.340. (2) The reactants are [F:1][C:2]1[CH:7]=[CH:6][CH:5]=[C:4]([F:8])[C:3]=1[C:9]1[O:10][C:11]([NH:16][C:17]2[CH:22]=[CH:21][C:20]([C:23]([N:25]3[CH2:30][CH2:29][O:28][CH2:27][CH2:26]3)=[O:24])=[CH:19][CH:18]=2)=[C:12]([C:14]#[N:15])[N:13]=1.C(=O)(O)[O-:32].[Na+].[OH-].[Na+]. The catalyst is S(=O)(=O)(O)O. The product is [F:1][C:2]1[CH:7]=[CH:6][CH:5]=[C:4]([F:8])[C:3]=1[C:9]1[O:10][C:11]([NH:16][C:17]2[CH:18]=[CH:19][C:20]([C:23]([N:25]3[CH2:26][CH2:27][O:28][CH2:29][CH2:30]3)=[O:24])=[CH:21][CH:22]=2)=[C:12]([C:14]([NH2:15])=[O:32])[N:13]=1. The yield is 0.770. (3) The reactants are Cl[C:2]1[C:7]([N+:8]([O-:10])=[O:9])=[CH:6][CH:5]=[CH:4][N:3]=1.[B-](F)(F)(F)[CH:12]=[CH2:13].[K+].C(N(CC)CC)C. The catalyst is C(O)(C)C.C1C=CC(P(C2C=CC=CC=2)[C-]2C=CC=C2)=CC=1.C1C=CC(P(C2C=CC=CC=2)[C-]2C=CC=C2)=CC=1.Cl[Pd]Cl.[Fe+2]. The product is [N+:8]([C:7]1[C:2]([CH:12]=[CH2:13])=[N:3][CH:4]=[CH:5][CH:6]=1)([O-:10])=[O:9]. The yield is 0.528.